From a dataset of Reaction yield outcomes from USPTO patents with 853,638 reactions. Predict the reaction yield, written as a fraction of the theoretical maximum amount of product (1.0 means a 100% yield; for example, 0.34 means a 34% yield). (1) The reactants are [Br:1][C:2]1[CH:3]=[N:4][CH:5]=[C:6]([CH:11]=1)[C:7]([O:9]C)=[O:8].[OH-].[Na+].C(O)(=O)C. The catalyst is C1COCC1. The product is [Br:1][C:2]1[CH:3]=[N:4][CH:5]=[C:6]([CH:11]=1)[C:7]([OH:9])=[O:8]. The yield is 0.330. (2) The reactants are [C:1]([C:3]1[CH:57]=[CH:56][C:6]([CH2:7][N:8]([CH2:25][C:26]2[CH:55]=[CH:54][C:29]([O:30][C:31]3[CH:36]=[CH:35][C:34]([NH:37][C:38](=[O:44])[CH2:39][C:40]([O:42]C)=[O:41])=[C:33]([O:45][CH2:46][CH2:47][C:48]4[CH:49]=[N:50][CH:51]=[CH:52][CH:53]=4)[CH:32]=3)=[CH:28][CH:27]=2)[C:9]2[CH:14]=[CH:13][CH:12]=[C:11]([N:15]([S:20]([CH3:23])(=[O:22])=[O:21])[S:16]([CH3:19])(=[O:18])=[O:17])[C:10]=2[CH3:24])=[CH:5][CH:4]=1)#[N:2].[Li+].[OH-].Cl. The catalyst is C1COCC1. The product is [C:1]([C:3]1[CH:57]=[CH:56][C:6]([CH2:7][N:8]([CH2:25][C:26]2[CH:55]=[CH:54][C:29]([O:30][C:31]3[CH:36]=[CH:35][C:34]([NH:37][C:38](=[O:44])[CH2:39][C:40]([OH:42])=[O:41])=[C:33]([O:45][CH2:46][CH2:47][C:48]4[CH:49]=[N:50][CH:51]=[CH:52][CH:53]=4)[CH:32]=3)=[CH:28][CH:27]=2)[C:9]2[CH:14]=[CH:13][CH:12]=[C:11]([N:15]([S:20]([CH3:23])(=[O:22])=[O:21])[S:16]([CH3:19])(=[O:17])=[O:18])[C:10]=2[CH3:24])=[CH:5][CH:4]=1)#[N:2]. The yield is 0.960. (3) The reactants are [Cl:1][C:2]1[CH:9]=[CH:8][CH:7]=[CH:6][C:3]=1[CH:4]=O.[N+:10]([CH3:13])([O-:12])=[O:11].[OH-].[Na+]. The catalyst is C(O)C. The product is [Cl:1][C:2]1[CH:9]=[CH:8][CH:7]=[CH:6][C:3]=1[CH:4]=[CH:13][N+:10]([O-:12])=[O:11]. The yield is 0.757. (4) The reactants are [Cl:1][C:2]1[CH:3]=[C:4]([C:9]2[C:19]([C:20]([NH2:22])=[O:21])=[C:12]3[CH2:13][NH:14][C:15]4([CH2:18][CH2:17]4)[CH2:16][N:11]3[N:10]=2)[CH:5]=[CH:6][C:7]=1[F:8].[C:23]([N:27]=[C:28]=[O:29])([CH3:26])([CH3:25])[CH3:24]. The catalyst is C1COCC1.O. The product is [C:23]([NH:27][C:28]([N:14]1[C:15]2([CH2:18][CH2:17]2)[CH2:16][N:11]2[N:10]=[C:9]([C:4]3[CH:5]=[CH:6][C:7]([F:8])=[C:2]([Cl:1])[CH:3]=3)[C:19]([C:20]([NH2:22])=[O:21])=[C:12]2[CH2:13]1)=[O:29])([CH3:26])([CH3:25])[CH3:24]. The yield is 0.250. (5) The reactants are C(Cl)(=O)C(Cl)=O.CS(C)=O.[CH2:11]([N:18]1[CH2:23][CH2:22][CH:21]([C:24]2[CH:29]=[CH:28][CH:27]=[CH:26][C:25]=2[O:30][CH3:31])[CH:20]([OH:32])[CH2:19]1)[C:12]1[CH:17]=[CH:16][CH:15]=[CH:14][CH:13]=1.C(N(CC)CC)C. The catalyst is C(Cl)Cl.O. The product is [CH2:11]([N:18]1[CH2:23][CH2:22][CH:21]([C:24]2[CH:29]=[CH:28][CH:27]=[CH:26][C:25]=2[O:30][CH3:31])[C:20](=[O:32])[CH2:19]1)[C:12]1[CH:13]=[CH:14][CH:15]=[CH:16][CH:17]=1. The yield is 0.700. (6) The reactants are [CH2:1]([O:8][C:9]1[C:10](=[O:15])[NH:11][CH:12]=[CH:13][CH:14]=1)[C:2]1[CH:7]=[CH:6][CH:5]=[CH:4][CH:3]=1.CS(OC[CH:22]([N:28]=[N+:29]=[N-:30])[CH2:23][CH2:24][CH2:25][CH2:26][CH3:27])(=O)=O.N([CH2:34]CN1C=CC=C(OC)C1=O)=[N+]=[N-]. No catalyst specified. The product is [N:28]([CH2:22][CH2:23][CH2:24][CH2:25][CH2:26][CH2:27][CH2:34][N:11]1[CH:12]=[CH:13][CH:14]=[C:9]([O:8][CH2:1][C:2]2[CH:3]=[CH:4][CH:5]=[CH:6][CH:7]=2)[C:10]1=[O:15])=[N+:29]=[N-:30]. The yield is 0.480. (7) No catalyst specified. The product is [F:32][C:11]1[CH:10]=[C:9]([NH:8][C:53]([NH:52][C:50](=[O:51])[CH2:49][C:43]2[CH:48]=[CH:47][CH:46]=[CH:45][CH:44]=2)=[S:54])[CH:31]=[CH:30][C:12]=1[O:13][C:14]1[CH:19]=[CH:18][N:17]=[C:16]2[CH:20]=[C:21]([C:23]3[CH:28]=[CH:27][CH:26]=[CH:25][N+:24]=3[O-:29])[S:22][C:15]=12. The yield is 0.360. The reactants are C(OC([NH:8][C:9]1[CH:31]=[CH:30][C:12]([O:13][C:14]2[CH:19]=[CH:18][N:17]=[C:16]3[CH:20]=[C:21]([C:23]4[CH:28]=[CH:27][CH:26]=[CH:25][N+:24]=4[O-:29])[S:22][C:15]=23)=[C:11]([F:32])[CH:10]=1)=O)(C)(C)C.C(Cl)Cl.C(O)(C(F)(F)F)=O.[C:43]1([CH2:49][C:50]([N:52]=[C:53]=[S:54])=[O:51])[CH:48]=[CH:47][CH:46]=[CH:45][CH:44]=1. (8) The reactants are [O:1]1[CH2:6][CH2:5][CH:4]([CH2:7][OH:8])[CH2:3][CH2:2]1.[OH-].[Na+].[C:11]1([CH3:21])[CH:16]=[CH:15][C:14]([S:17](Cl)(=[O:19])=[O:18])=[CH:13][CH:12]=1.Cl.CC1CCCCC1. The catalyst is CC1CCCO1. The product is [O:1]1[CH2:6][CH2:5][CH:4]([CH2:7][O:8][S:17]([C:14]2[CH:15]=[CH:16][C:11]([CH3:21])=[CH:12][CH:13]=2)(=[O:19])=[O:18])[CH2:3][CH2:2]1. The yield is 0.990. (9) The reactants are Br[C:2]1[C:3]([F:28])=[C:4]([N:8]2[CH:13]=[C:12]([O:14][CH3:15])[C:11](=[O:16])[C:10]([C:17]3[N:21]([C:22]4[CH:27]=[CH:26][CH:25]=[CH:24][CH:23]=4)[N:20]=[CH:19][CH:18]=3)=[N:9]2)[CH:5]=[CH:6][CH:7]=1.Cl.[F:30][C:31]1([F:38])[C:35]([F:37])([F:36])[CH2:34][NH:33][CH2:32]1.CC(C)([O-])C.[Na+].CC1(C)C2C(=C(P(C3C=CC=CC=3)C3C=CC=CC=3)C=CC=2)OC2C(P(C3C=CC=CC=3)C3C=CC=CC=3)=CC=CC1=2.C([O-])(O)=O.[Na+]. The catalyst is O1CCOCC1.C1C=CC(/C=C/C(/C=C/C2C=CC=CC=2)=O)=CC=1.C1C=CC(/C=C/C(/C=C/C2C=CC=CC=2)=O)=CC=1.C1C=CC(/C=C/C(/C=C/C2C=CC=CC=2)=O)=CC=1.[Pd].[Pd]. The product is [F:28][C:3]1[C:2]([N:33]2[CH2:34][C:35]([F:37])([F:36])[C:31]([F:38])([F:30])[CH2:32]2)=[CH:7][CH:6]=[CH:5][C:4]=1[N:8]1[CH:13]=[C:12]([O:14][CH3:15])[C:11](=[O:16])[C:10]([C:17]2[N:21]([C:22]3[CH:27]=[CH:26][CH:25]=[CH:24][CH:23]=3)[N:20]=[CH:19][CH:18]=2)=[N:9]1. The yield is 0.380. (10) The reactants are [F:1][C:2]1[CH:7]=[CH:6][C:5]([C:8]2[C:20]([C:21]3[CH:26]=[CH:25][N:24]=[C:23]([N:27]4[CH2:31][CH2:30][CH2:29][CH2:28]4)[N:22]=3)=[C:11]3[CH:12]=[CH:13][C:14]([C:16]([F:19])([F:18])[F:17])=[CH:15][N:10]3[N:9]=2)=[CH:4][CH:3]=1.C([Li])CCC.C(Cl)(Cl)(Cl)[Cl:38]. The catalyst is O1CCCC1. The product is [Cl:38][C:15]1[N:10]2[N:9]=[C:8]([C:5]3[CH:4]=[CH:3][C:2]([F:1])=[CH:7][CH:6]=3)[C:20]([C:21]3[CH:26]=[CH:25][N:24]=[C:23]([N:27]4[CH2:28][CH2:29][CH2:30][CH2:31]4)[N:22]=3)=[C:11]2[CH:12]=[CH:13][C:14]=1[C:16]([F:19])([F:17])[F:18]. The yield is 0.590.